From a dataset of Catalyst prediction with 721,799 reactions and 888 catalyst types from USPTO. Predict which catalyst facilitates the given reaction. (1) Reactant: [N:1]1[CH:6]=[CH:5][CH:4]=[CH:3][N:2]=1.[Cl-].[Al+3].[Cl-].[Cl-].C[Si]([C:15]#[N:16])(C)C.[C:17]1([CH3:27])[CH:22]=[CH:21][C:20]([S:23](Cl)(=[O:25])=[O:24])=[CH:19][CH:18]=1. Product: [CH3:27][C:17]1[CH:22]=[CH:21][C:20]([S:23]([N:1]2[CH:6]([C:15]#[N:16])[CH:5]=[CH:4][CH:3]=[N:2]2)(=[O:25])=[O:24])=[CH:19][CH:18]=1. The catalyst class is: 2. (2) Reactant: [O:1]([C:8]1[CH:30]=[CH:29][C:11]([O:12][C:13]2[C:14]3[N:21]([CH2:22][CH:23]4[CH2:28][CH2:27][CH2:26][NH:25][CH2:24]4)[CH:20]=[CH:19][C:15]=3[N:16]=[CH:17][N:18]=2)=[CH:10][CH:9]=1)[C:2]1[CH:7]=[CH:6][CH:5]=[CH:4][CH:3]=1.C(=O)(O)[O-].[Na+].[C:36](Br)#[N:37]. Product: [O:1]([C:8]1[CH:30]=[CH:29][C:11]([O:12][C:13]2[C:14]3[N:21]([CH2:22][CH:23]4[CH2:28][CH2:27][CH2:26][N:25]([C:36]#[N:37])[CH2:24]4)[CH:20]=[CH:19][C:15]=3[N:16]=[CH:17][N:18]=2)=[CH:10][CH:9]=1)[C:2]1[CH:7]=[CH:6][CH:5]=[CH:4][CH:3]=1. The catalyst class is: 46.